Dataset: Full USPTO retrosynthesis dataset with 1.9M reactions from patents (1976-2016). Task: Predict the reactants needed to synthesize the given product. (1) Given the product [CH2:1]([CH2:8][NH:9][CH2:10][CH2:11][C:12]([CH2:15][NH:16][CH2:17][CH2:18][C:19]1[CH:20]=[CH:21][C:22]([C:25]2[N:26]([C:30]([O:32][C:33]([CH3:36])([CH3:35])[CH3:34])=[O:31])[CH2:27][CH2:28][N:29]=2)=[CH:23][CH:24]=1)=[O:14])[C:2]1[CH:3]=[CH:4][CH:5]=[CH:6][CH:7]=1, predict the reactants needed to synthesize it. The reactants are: [CH2:1]([CH2:8][NH:9][CH2:10][CH2:11][C:12]([OH:14])=O)[C:2]1[CH:7]=[CH:6][CH:5]=[CH:4][CH:3]=1.[CH3:15][NH:16][CH2:17][CH2:18][C:19]1[CH:24]=[CH:23][C:22]([C:25]2[N:26]([C:30]([O:32][C:33]([CH3:36])([CH3:35])[CH3:34])=[O:31])[CH2:27][CH2:28][N:29]=2)=[CH:21][CH:20]=1.C(N(CC)CC)C.CN(C(ON1N=NC2C=CC=CC1=2)=[N+](C)C)C.[B-](F)(F)(F)F. (2) Given the product [CH3:11][C:10]1[C:5]2[N:6]([C:2]([C:23]#[C:22][C:24]3[CH:25]=[CH:26][C:27]([NH2:30])=[N:28][CH:29]=3)=[CH:3][N:4]=2)[CH:7]=[C:8]([C:12]2[CH:17]=[CH:16][C:15]([C:18]([F:21])([F:20])[F:19])=[CH:14][CH:13]=2)[CH:9]=1, predict the reactants needed to synthesize it. The reactants are: I[C:2]1[N:6]2[CH:7]=[C:8]([C:12]3[CH:17]=[CH:16][C:15]([C:18]([F:21])([F:20])[F:19])=[CH:14][CH:13]=3)[CH:9]=[C:10]([CH3:11])[C:5]2=[N:4][CH:3]=1.[C:22]([C:24]1[CH:25]=[CH:26][C:27]([NH2:30])=[N:28][CH:29]=1)#[CH:23]. (3) Given the product [CH3:26][S:27]([C:30]1[CH:31]=[CH:32][C:33]([C@@H:36]([OH:46])[C@H:37]([NH:40][C:41]([CH:43]([Cl:45])[Cl:44])=[O:42])[CH2:38][F:39])=[CH:34][CH:35]=1)(=[O:29])=[O:28].[CH3:47][C:48]1[C:53]([NH:54][C:55]2[N:60]=[CH:59][CH:58]=[CH:57][C:56]=2[C:61]([OH:63])=[O:62])=[CH:52][CH:51]=[CH:50][C:49]=1[C:64]([F:66])([F:65])[F:67], predict the reactants needed to synthesize it. The reactants are: C(O)(=O)CC(CC(O)=O)(C(O)=O)O.C(O)C(O)C.C1OCOC1CO.[CH3:26][S:27]([C:30]1[CH:31]=[CH:32][C:33]([C@@H:36]([OH:46])[C@H:37]([NH:40][C:41]([CH:43]([Cl:45])[Cl:44])=[O:42])[CH2:38][F:39])=[CH:34][CH:35]=1)(=[O:29])=[O:28].[CH3:47][C:48]1[C:53]([NH:54][C:55]2[N:60]=[CH:59][CH:58]=[CH:57][C:56]=2[C:61]([OH:63])=[O:62])=[CH:52][CH:51]=[CH:50][C:49]=1[C:64]([F:67])([F:66])[F:65].CNC[C@H](O)[C@@H](O)[C@H](O)[C@H](O)CO. (4) The reactants are: C[O:2][C:3](=[O:38])[CH:4]=[CH:5][C:6]1[CH:7]=[C:8]2[C:13](=[CH:14][CH:15]=1)[N:12]([C:16](=[O:24])[C:17]1[CH:22]=[CH:21][C:20]([F:23])=[CH:19][CH:18]=1)[C@@H:11]([CH3:25])[CH2:10][C@H:9]2[N:26]([C:31]1[CH:36]=[CH:35][C:34]([Cl:37])=[CH:33][CH:32]=1)[C:27](=[O:30])[CH2:28][CH3:29].C([O-])([O-])=O.[K+].[K+]. Given the product [Cl:37][C:34]1[CH:35]=[CH:36][C:31]([N:26]([C:27](=[O:30])[CH2:28][CH3:29])[C@H:9]2[C:8]3[C:13](=[CH:14][CH:15]=[C:6]([CH:5]=[CH:4][C:3]([OH:38])=[O:2])[CH:7]=3)[N:12]([C:16](=[O:24])[C:17]3[CH:18]=[CH:19][C:20]([F:23])=[CH:21][CH:22]=3)[C@@H:11]([CH3:25])[CH2:10]2)=[CH:32][CH:33]=1, predict the reactants needed to synthesize it. (5) Given the product [Br:1][C:2]1[CH:8]=[CH:7][CH:6]=[C:5]([CH3:9])[C:3]=1[N:14]([CH3:13])[CH3:16], predict the reactants needed to synthesize it. The reactants are: [Br:1][C:2]1[CH:8]=[CH:7][CH:6]=[C:5]([CH3:9])[C:3]=1N.C=O.[BH3-][C:13]#[N:14].[Na+].[C:16](O)(=O)C.